Dataset: Peptide-MHC class II binding affinity with 134,281 pairs from IEDB. Task: Regression. Given a peptide amino acid sequence and an MHC pseudo amino acid sequence, predict their binding affinity value. This is MHC class II binding data. The peptide sequence is TYRENLRTALRYYN. The MHC is DRB1_1302 with pseudo-sequence DRB1_1302. The binding affinity (normalized) is 0.